This data is from Ames mutagenicity test results for genotoxicity prediction. The task is: Regression/Classification. Given a drug SMILES string, predict its toxicity properties. Task type varies by dataset: regression for continuous values (e.g., LD50, hERG inhibition percentage) or binary classification for toxic/non-toxic outcomes (e.g., AMES mutagenicity, cardiotoxicity, hepatotoxicity). Dataset: ames. (1) The compound is BrCCCCBr. The result is 1 (mutagenic). (2) The molecule is N=C(N)c1ccc(-c2cc3ccc(C(=N)N)cc3s2)cc1. The result is 0 (non-mutagenic). (3) The drug is O=[N+]([O-])c1ccc(/C=N/c2snc3c(Cl)cc(Cl)cc23)cc1. The result is 1 (mutagenic). (4) The drug is FC(C(F)(F)F)C(F)(F)F. The result is 0 (non-mutagenic). (5) The molecule is Cc1nc2c(c3[nH]c4ccccc4c13)C(=O)C=C(N1CC1)C2=O. The result is 1 (mutagenic).